Dataset: Reaction yield outcomes from USPTO patents with 853,638 reactions. Task: Predict the reaction yield, written as a fraction of the theoretical maximum amount of product (1.0 means a 100% yield; for example, 0.34 means a 34% yield). The reactants are [CH2:1]([C:3]1([CH2:10][CH3:11])[CH2:8]OS(=O)O[CH2:4]1)[CH3:2].[C-:12]#[N:13].[Na+].[OH2:15]. The catalyst is CS(C)=O. The product is [CH2:1]([C:3]([CH2:8][OH:15])([CH2:10][CH3:11])[CH2:4][C:12]#[N:13])[CH3:2]. The yield is 0.310.